This data is from Peptide-MHC class II binding affinity with 134,281 pairs from IEDB. The task is: Regression. Given a peptide amino acid sequence and an MHC pseudo amino acid sequence, predict their binding affinity value. This is MHC class II binding data. The peptide sequence is MYKECEWPLTHTIGT. The MHC is DRB3_0202 with pseudo-sequence DRB3_0202. The binding affinity (normalized) is 0.